Dataset: Forward reaction prediction with 1.9M reactions from USPTO patents (1976-2016). Task: Predict the product of the given reaction. (1) Given the reactants C(OC([N:8]1[CH2:13][CH2:12][CH:11]([NH:14][C:15]2[CH:20]=[C:19]([NH:21][C:22](=[O:24])[CH3:23])[N:18]=[C:17]([Cl:25])[N:16]=2)[CH2:10][CH2:9]1)=O)(C)(C)C, predict the reaction product. The product is: [ClH:25].[ClH:25].[Cl:25][C:17]1[N:18]=[C:19]([NH:21][C:22](=[O:24])[CH3:23])[CH:20]=[C:15]([NH:14][CH:11]2[CH2:12][CH2:13][NH:8][CH2:9][CH2:10]2)[N:16]=1. (2) The product is: [C:14]([O:13][C:11]([N:2]1[NH:3][CH2:4][C:5]2[C:10](=[CH:9][CH:8]=[CH:7][CH:6]=2)[CH2:1]1)=[O:12])([CH3:17])([CH3:16])[CH3:15]. Given the reactants [CH2:1]1[C:10]2[C:5](=[CH:6][CH:7]=[CH:8][CH:9]=2)[CH2:4][NH:3][NH:2]1.[C:11](O[C:11]([O:13][C:14]([CH3:17])([CH3:16])[CH3:15])=[O:12])([O:13][C:14]([CH3:17])([CH3:16])[CH3:15])=[O:12].C(N(CC)CC)C, predict the reaction product. (3) Given the reactants C1(C)C=CC(S(O)(=O)=O)=CC=1.C1C=CC=CC=1.[Cl-].[N:19]1[CH:24]=[CH:23][C:22]([N+:19]2[CH:24]=[CH:23][CH:22]=[CH:21][CH:20]=2)=[CH:21][CH:20]=1.[NH2:31][C:32]1[CH:40]=[CH:39][C:35]([C:36]([OH:38])=[O:37])=[CH:34][CH:33]=1, predict the reaction product. The product is: [N:19]1[CH:24]=[CH:23][C:22]([NH:31][C:32]2[CH:40]=[CH:39][C:35]([C:36]([OH:38])=[O:37])=[CH:34][CH:33]=2)=[CH:21][CH:20]=1. (4) Given the reactants [NH2:1][C:2]1[CH:30]=[CH:29][C:5]([O:6][C:7]2[CH:12]=[CH:11][N:10]=[C:9]3[CH:13]=[C:14]([C:16]4[N:17]([CH3:28])[C:18]([CH2:21][N:22]5[CH2:26][CH2:25][CH2:24][C:23]5=[O:27])=[CH:19][N:20]=4)[S:15][C:8]=23)=[C:4]([F:31])[CH:3]=1.ClC(Cl)(O[C:36](=[O:42])OC(Cl)(Cl)Cl)Cl.[CH:44]1([NH2:47])[CH2:46][CH2:45]1, predict the reaction product. The product is: [CH:44]1([NH:47][C:36]([NH:1][C:2]2[CH:30]=[CH:29][C:5]([O:6][C:7]3[CH:12]=[CH:11][N:10]=[C:9]4[CH:13]=[C:14]([C:16]5[N:17]([CH3:28])[C:18]([CH2:21][N:22]6[CH2:26][CH2:25][CH2:24][C:23]6=[O:27])=[CH:19][N:20]=5)[S:15][C:8]=34)=[C:4]([F:31])[CH:3]=2)=[O:42])[CH2:46][CH2:45]1. (5) Given the reactants [NH:1]1[CH2:6][CH2:5][O:4][CH2:3][CH2:2]1.Br[CH2:8][C:9]([N:11]1[CH2:16][CH2:15][N:14](C(OC(C)(C)C)=O)[CH2:13][CH2:12]1)=[O:10].CCN(C(C)C)C(C)C.FC(F)(F)C(O)=O, predict the reaction product. The product is: [O:10]=[C:9]([N:11]1[CH2:16][CH2:15][NH:14][CH2:13][CH2:12]1)[CH2:8][N:1]1[CH2:6][CH2:5][O:4][CH2:3][CH2:2]1. (6) Given the reactants [C:1]1([C:10]2[CH:15]=[CH:14][CH:13]=[CH:12][CH:11]=2)[C:2]([C:7]([OH:9])=O)=[CH:3][CH:4]=[CH:5][CH:6]=1.C1CN([P+](ON2N=NC3C=CC=CC2=3)(N2CCCC2)N2CCCC2)CC1.F[P-](F)(F)(F)(F)F.CCN(C(C)C)C(C)C.[C:58]([NH:65][CH2:66][CH:67]1[CH2:70][CH2:69][NH:68]1)([O:60][C:61]([CH3:64])([CH3:63])[CH3:62])=[O:59], predict the reaction product. The product is: [C:61]([O:60][C:58](=[O:59])[NH:65][CH2:66][CH:67]1[CH2:70][CH2:69][N:68]1[C:7]([C:2]1[C:1]([C:10]2[CH:15]=[CH:14][CH:13]=[CH:12][CH:11]=2)=[CH:6][CH:5]=[CH:4][CH:3]=1)=[O:9])([CH3:64])([CH3:62])[CH3:63].